This data is from NCI-60 drug combinations with 297,098 pairs across 59 cell lines. The task is: Regression. Given two drug SMILES strings and cell line genomic features, predict the synergy score measuring deviation from expected non-interaction effect. (1) Drug 1: C1=C(C(=O)NC(=O)N1)N(CCCl)CCCl. Synergy scores: CSS=67.0, Synergy_ZIP=0.326, Synergy_Bliss=2.11, Synergy_Loewe=-0.0376, Synergy_HSA=3.67. Drug 2: C1=CC(=CC=C1CCCC(=O)O)N(CCCl)CCCl. Cell line: HOP-62. (2) Drug 1: C1=NC(=NC(=O)N1C2C(C(C(O2)CO)O)O)N. Drug 2: CS(=O)(=O)CCNCC1=CC=C(O1)C2=CC3=C(C=C2)N=CN=C3NC4=CC(=C(C=C4)OCC5=CC(=CC=C5)F)Cl. Cell line: BT-549. Synergy scores: CSS=13.8, Synergy_ZIP=-1.27, Synergy_Bliss=1.39, Synergy_Loewe=-4.65, Synergy_HSA=1.58. (3) Drug 1: C1CC(C1)(C(=O)O)C(=O)O.[NH2-].[NH2-].[Pt+2]. Drug 2: C1=NC2=C(N1)C(=S)N=CN2. Cell line: KM12. Synergy scores: CSS=25.7, Synergy_ZIP=-9.92, Synergy_Bliss=-7.39, Synergy_Loewe=-13.4, Synergy_HSA=-4.73. (4) Drug 2: CN(CC1=CN=C2C(=N1)C(=NC(=N2)N)N)C3=CC=C(C=C3)C(=O)NC(CCC(=O)O)C(=O)O. Drug 1: CC(C)(C#N)C1=CC(=CC(=C1)CN2C=NC=N2)C(C)(C)C#N. Cell line: SK-OV-3. Synergy scores: CSS=14.0, Synergy_ZIP=-0.209, Synergy_Bliss=-1.27, Synergy_Loewe=-15.9, Synergy_HSA=-0.486. (5) Drug 1: C1CC(=O)NC(=O)C1N2CC3=C(C2=O)C=CC=C3N. Drug 2: C1=CC=C(C=C1)NC(=O)CCCCCCC(=O)NO. Cell line: HCC-2998. Synergy scores: CSS=-4.89, Synergy_ZIP=-1.99, Synergy_Bliss=-9.74, Synergy_Loewe=-48.3, Synergy_HSA=-10.3.